Dataset: Forward reaction prediction with 1.9M reactions from USPTO patents (1976-2016). Task: Predict the product of the given reaction. (1) The product is: [Si:1]([O:8][CH2:9][C:10]([N:21]1[C:25]2[N:26]=[CH:27][N:28]=[CH:29][C:24]=2[C:23]([C:50]([C:49]2[CH:48]=[N:47][CH:46]=[C:45]([N:44]=[C:37]([C:38]3[CH:43]=[CH:42][CH:41]=[CH:40][CH:39]=3)[C:31]3[CH:36]=[CH:35][CH:34]=[CH:33][CH:32]=3)[CH:56]=2)=[O:51])=[CH:22]1)([CH2:12][O:13][Si:14]([C:17]([CH3:20])([CH3:19])[CH3:18])([CH3:16])[CH3:15])[CH3:11])([C:4]([CH3:7])([CH3:6])[CH3:5])([CH3:3])[CH3:2]. Given the reactants [Si:1]([O:8][CH2:9][C:10]([N:21]1[C:25]2[N:26]=[CH:27][N:28]=[CH:29][C:24]=2[C:23](I)=[CH:22]1)([CH2:12][O:13][Si:14]([C:17]([CH3:20])([CH3:19])[CH3:18])([CH3:16])[CH3:15])[CH3:11])([C:4]([CH3:7])([CH3:6])[CH3:5])([CH3:3])[CH3:2].[C:31]1([C:37](=[N:44][C:45]2[CH:46]=[N:47][CH:48]=[C:49]([CH:56]=2)[C:50](N(OC)C)=[O:51])[C:38]2[CH:43]=[CH:42][CH:41]=[CH:40][CH:39]=2)[CH:36]=[CH:35][CH:34]=[CH:33][CH:32]=1, predict the reaction product. (2) The product is: [CH3:22][C:23]1[CH:27]=[C:26]([CH2:28][NH:29][C:2]2[N:7]=[C:6]([NH:8][C:9]3[NH:10][N:11]=[C:12]([CH2:14][O:15][C:16]4[CH:21]=[CH:20][CH:19]=[CH:18][CH:17]=4)[CH:13]=3)[CH:5]=[CH:4][N:3]=2)[O:25][N:24]=1. Given the reactants Cl[C:2]1[N:7]=[C:6]([NH:8][C:9]2[NH:10][N:11]=[C:12]([CH2:14][O:15][C:16]3[CH:21]=[CH:20][CH:19]=[CH:18][CH:17]=3)[CH:13]=2)[CH:5]=[CH:4][N:3]=1.[CH3:22][C:23]1[CH:27]=[C:26]([CH2:28][NH2:29])[O:25][N:24]=1.C(N(CC)C(C)C)(C)C, predict the reaction product. (3) Given the reactants [NH2:1][C:2]1[CH:15]=[CH:14][C:5]2[C:6]([CH3:13])([CH3:12])[NH:7][C:8](=[O:11])[CH2:9][CH2:10][C:4]=2[CH:3]=1.Cl[C:17]1[N:22]=[C:21]([NH:23][C:24]2[CH:33]=[CH:32][CH:31]=[CH:30][C:25]=2[C:26]([NH:28][CH3:29])=[O:27])[C:20]([Cl:34])=[CH:19][N:18]=1, predict the reaction product. The product is: [Cl:34][C:20]1[C:21]([NH:23][C:24]2[CH:33]=[CH:32][CH:31]=[CH:30][C:25]=2[C:26]([NH:28][CH3:29])=[O:27])=[N:22][C:17]([NH:1][C:2]2[CH:15]=[CH:14][C:5]3[C:6]([CH3:13])([CH3:12])[NH:7][C:8](=[O:11])[CH2:9][CH2:10][C:4]=3[CH:3]=2)=[N:18][CH:19]=1. (4) Given the reactants Br[C:2]1[N:7]=[C:6]([C:8]([O:10][CH3:11])=[O:9])[CH:5]=[CH:4][C:3]=1[F:12].[F:13][C:14]1[CH:15]=[C:16]2[C:21](=[C:22]([F:33])[C:23]=1B1OC(C)(C)C(C)(C)O1)[O:20][CH2:19][CH2:18][C:17]2([CH3:35])[OH:34], predict the reaction product. The product is: [F:13][C:14]1[CH:15]=[C:16]2[C:21](=[C:22]([F:33])[C:23]=1[C:2]1[N:7]=[C:6]([C:8]([O:10][CH3:11])=[O:9])[CH:5]=[CH:4][C:3]=1[F:12])[O:20][CH2:19][CH2:18][C:17]2([OH:34])[CH3:35]. (5) Given the reactants [CH3:1][OH:2].[Cl:3][C:4]1[CH:5]=[CH:6][C:7]([F:13])=[C:8]([CH:12]=1)[C:9](Cl)=[O:10], predict the reaction product. The product is: [CH3:1][O:2][C:9](=[O:10])[C:8]1[CH:12]=[C:4]([Cl:3])[CH:5]=[CH:6][C:7]=1[F:13]. (6) Given the reactants [Cl:1][C:2]1[CH:3]=[CH:4][C:5]([C:8]([NH:10][C:11]2[CH:12]=[C:13]3[C:33](=[CH:34][CH:35]=2)[O:32][C:31]([CH3:37])([CH3:36])[C:27]2([CH2:30][O:29][CH2:28]2)[C:14]23[CH2:18][O:17][C:16]([NH:19]C(=O)OC(C)(C)C)=[N:15]2)=[O:9])=[N:6][CH:7]=1, predict the reaction product. The product is: [NH2:19][C:16]1[O:17][CH2:18][C:14]2([N:15]=1)[C:27]1([CH2:28][O:29][CH2:30]1)[C:31]([CH3:36])([CH3:37])[O:32][C:33]1[C:13]2=[CH:12][C:11]([NH:10][C:8]([C:5]2[CH:4]=[CH:3][C:2]([Cl:1])=[CH:7][N:6]=2)=[O:9])=[CH:35][CH:34]=1.